Dataset: Forward reaction prediction with 1.9M reactions from USPTO patents (1976-2016). Task: Predict the product of the given reaction. Given the reactants [C:1]([C:4]12[CH2:11][CH2:10][C:7]([NH:12][CH2:13][C:14]([N:16]3[CH2:20][C@@H:19]([F:21])[CH2:18][C@H:17]3[C:22]#[N:23])=[O:15])([CH2:8][CH2:9]1)[CH2:6][CH2:5]2)(O)=[O:2].[NH2:24][C:25]1[CH:33]=[CH:32][C:28]([C:29]([NH2:31])=[O:30])=[CH:27][CH:26]=1, predict the reaction product. The product is: [C:29]([C:28]1[CH:32]=[CH:33][C:25]([NH:24][C:1]([C:4]23[CH2:9][CH2:8][C:7]([NH:12][CH2:13][C:14]([N:16]4[CH2:20][C@@H:19]([F:21])[CH2:18][C@H:17]4[C:22]#[N:23])=[O:15])([CH2:10][CH2:11]2)[CH2:6][CH2:5]3)=[O:2])=[CH:26][CH:27]=1)(=[O:30])[NH2:31].